Dataset: NCI-60 drug combinations with 297,098 pairs across 59 cell lines. Task: Regression. Given two drug SMILES strings and cell line genomic features, predict the synergy score measuring deviation from expected non-interaction effect. (1) Drug 1: C1=CC(=CC=C1CC(C(=O)O)N)N(CCCl)CCCl.Cl. Drug 2: C1CN(CCN1C(=O)CCBr)C(=O)CCBr. Cell line: HOP-62. Synergy scores: CSS=23.0, Synergy_ZIP=-2.32, Synergy_Bliss=7.14, Synergy_Loewe=-1.08, Synergy_HSA=3.04. (2) Drug 1: CCC1=CC2CC(C3=C(CN(C2)C1)C4=CC=CC=C4N3)(C5=C(C=C6C(=C5)C78CCN9C7C(C=CC9)(C(C(C8N6C)(C(=O)OC)O)OC(=O)C)CC)OC)C(=O)OC.C(C(C(=O)O)O)(C(=O)O)O. Drug 2: CC1=C2C(C(=O)C3(C(CC4C(C3C(C(C2(C)C)(CC1OC(=O)C(C(C5=CC=CC=C5)NC(=O)OC(C)(C)C)O)O)OC(=O)C6=CC=CC=C6)(CO4)OC(=O)C)O)C)O. Cell line: HL-60(TB). Synergy scores: CSS=34.9, Synergy_ZIP=-0.233, Synergy_Bliss=-0.430, Synergy_Loewe=-16.1, Synergy_HSA=0.638. (3) Drug 1: C1CN1P(=S)(N2CC2)N3CC3. Drug 2: COC1=C2C(=CC3=C1OC=C3)C=CC(=O)O2. Cell line: HCT-15. Synergy scores: CSS=23.8, Synergy_ZIP=-3.29, Synergy_Bliss=1.27, Synergy_Loewe=-8.13, Synergy_HSA=-0.895. (4) Drug 1: C1CCC(C1)C(CC#N)N2C=C(C=N2)C3=C4C=CNC4=NC=N3. Drug 2: C1=C(C(=O)NC(=O)N1)F. Cell line: DU-145. Synergy scores: CSS=38.0, Synergy_ZIP=-2.94, Synergy_Bliss=-2.96, Synergy_Loewe=-4.19, Synergy_HSA=-0.0907. (5) Drug 1: C1=NC2=C(N=C(N=C2N1C3C(C(C(O3)CO)O)O)F)N. Drug 2: CCC(=C(C1=CC=CC=C1)C2=CC=C(C=C2)OCCN(C)C)C3=CC=CC=C3.C(C(=O)O)C(CC(=O)O)(C(=O)O)O. Cell line: SF-539. Synergy scores: CSS=-0.776, Synergy_ZIP=1.50, Synergy_Bliss=0.831, Synergy_Loewe=-3.42, Synergy_HSA=-2.66. (6) Drug 1: C1=NC2=C(N=C(N=C2N1C3C(C(C(O3)CO)O)O)F)N. Drug 2: CC1=C(N=C(N=C1N)C(CC(=O)N)NCC(C(=O)N)N)C(=O)NC(C(C2=CN=CN2)OC3C(C(C(C(O3)CO)O)O)OC4C(C(C(C(O4)CO)O)OC(=O)N)O)C(=O)NC(C)C(C(C)C(=O)NC(C(C)O)C(=O)NCCC5=NC(=CS5)C6=NC(=CS6)C(=O)NCCC[S+](C)C)O. Cell line: HCT-15. Synergy scores: CSS=10.8, Synergy_ZIP=-6.58, Synergy_Bliss=-5.10, Synergy_Loewe=-21.6, Synergy_HSA=-6.39. (7) Drug 1: C1CC(=O)NC(=O)C1N2CC3=C(C2=O)C=CC=C3N. Drug 2: CCCCC(=O)OCC(=O)C1(CC(C2=C(C1)C(=C3C(=C2O)C(=O)C4=C(C3=O)C=CC=C4OC)O)OC5CC(C(C(O5)C)O)NC(=O)C(F)(F)F)O. Cell line: M14. Synergy scores: CSS=1.01, Synergy_ZIP=0.133, Synergy_Bliss=-1.33, Synergy_Loewe=1.58, Synergy_HSA=0.246.